Dataset: Full USPTO retrosynthesis dataset with 1.9M reactions from patents (1976-2016). Task: Predict the reactants needed to synthesize the given product. (1) Given the product [Cl:1][C:2]1[CH:7]=[CH:6][C:5]([CH:8]2[C:12]3[N:13]([CH:22]([CH3:24])[CH3:23])[C:14]([CH:16]4[CH2:17][CH2:18][O:19][CH2:20][CH2:21]4)=[N:15][C:11]=3[C:10](=[O:25])[N:9]2[C:26]2[CH:27]=[C:28]([CH3:36])[C:29]3[N:30]([C:32]([CH3:35])=[N:33][N:34]=3)[CH:31]=2)=[CH:4][CH:3]=1, predict the reactants needed to synthesize it. The reactants are: [Cl:1][C:2]1[CH:7]=[CH:6][C:5]([CH:8]2[C:12]3[N:13]([CH:22]([CH3:24])[CH3:23])[C:14]([C:16]4[CH2:17][CH2:18][O:19][CH2:20][CH:21]=4)=[N:15][C:11]=3[C:10](=[O:25])[N:9]2[C:26]2[CH:27]=[C:28]([CH3:36])[C:29]3[N:30]([C:32]([CH3:35])=[N:33][N:34]=3)[CH:31]=2)=[CH:4][CH:3]=1. (2) Given the product [F:1][C:2]1[CH:7]=[CH:6][C:5]([C:13]2[C:22]([N:23]([CH:24]([CH3:26])[CH3:25])[CH3:27])=[N:21][C:20]3[C:15](=[CH:16][CH:17]=[C:18]([C:28]([O:30][CH3:31])=[O:29])[CH:19]=3)[N:14]=2)=[C:4]([CH3:11])[CH:3]=1, predict the reactants needed to synthesize it. The reactants are: [F:1][C:2]1[CH:7]=[CH:6][C:5](B(O)O)=[C:4]([CH3:11])[CH:3]=1.Cl[C:13]1[C:22]([N:23]([CH3:27])[CH:24]([CH3:26])[CH3:25])=[N:21][C:20]2[C:15](=[CH:16][CH:17]=[C:18]([C:28]([O:30][CH3:31])=[O:29])[CH:19]=2)[N:14]=1.[O-]P([O-])([O-])=O.[K+].[K+].[K+]. (3) Given the product [NH:8]1[CH2:13][CH2:12][CH:11]([NH:14][C:15]([C:17]2[NH:18][C:19]3[C:24]([CH:25]=2)=[C:23]([O:26][C:27]2[CH:28]=[CH:29][C:30]([CH3:33])=[CH:31][CH:32]=2)[CH:22]=[CH:21][CH:20]=3)=[O:16])[CH2:10][CH2:9]1, predict the reactants needed to synthesize it. The reactants are: C([N:8]1[CH2:13][CH2:12][CH:11]([NH:14][C:15]([C:17]2[NH:18][C:19]3[C:24]([CH:25]=2)=[C:23]([O:26][C:27]2[CH:32]=[CH:31][C:30]([CH3:33])=[CH:29][CH:28]=2)[CH:22]=[CH:21][CH:20]=3)=[O:16])[CH2:10][CH2:9]1)C1C=CC=CC=1.Cl. (4) Given the product [C:22]([C:19]1[NH:18][C:17]([C@@H:16]2[CH2:15][C@@H:14]3[C@@H:12]([CH2:13]3)[N:11]2[C:10](=[O:28])[C@@H:9]([NH:29][C:30](=[O:33])[O:31][CH3:32])[CH:8]([CH3:34])[CH3:7])=[N:21][CH:20]=1)#[CH:23], predict the reactants needed to synthesize it. The reactants are: C(=O)([O-])[O-].[K+].[K+].[CH3:7][CH:8]([CH3:34])[C@H:9]([NH:29][C:30](=[O:33])[O:31][CH3:32])[C:10](=[O:28])[N:11]1[C@H:16]([C:17]2[NH:18][C:19]([C:22]#[C:23][Si](C)(C)C)=[CH:20][N:21]=2)[CH2:15][C@@H:14]2[C@H:12]1[CH2:13]2. (5) Given the product [CH2:1]([N:3]1[C:17]([C:16]([F:27])([F:26])[F:15])=[N:6][N:5]=[C:4]1[SH:7])[CH3:2], predict the reactants needed to synthesize it. The reactants are: [CH2:1]([NH:3][C:4](=[S:7])[NH:5][NH2:6])[CH3:2].C(N(CC)CC)C.[F:15][C:16]([F:27])([F:26])[C:17](O[C:17](=O)[C:16]([F:27])([F:26])[F:15])=O.